Task: Predict the reactants needed to synthesize the given product.. Dataset: Full USPTO retrosynthesis dataset with 1.9M reactions from patents (1976-2016) (1) Given the product [Cl:1][C:2]1[CH:3]=[C:4]([O:11][CH2:12][CH3:13])[CH:5]=[C:6]([F:10])[C:7]=1[CH2:8][OH:9], predict the reactants needed to synthesize it. The reactants are: [Cl:1][C:2]1[CH:3]=[C:4]([OH:11])[CH:5]=[C:6]([F:10])[C:7]=1[CH2:8][OH:9].[CH2:12](Br)[CH3:13]. (2) Given the product [Cl:1][C:2]1[CH:8]=[C:7]([O:9][CH3:10])[CH:6]=[CH:5][C:3]=1[N:4]=[C:11]=[S:12], predict the reactants needed to synthesize it. The reactants are: [Cl:1][C:2]1[CH:8]=[C:7]([O:9][CH3:10])[CH:6]=[CH:5][C:3]=1[NH2:4].[C:11](Cl)(Cl)=[S:12].